From a dataset of Forward reaction prediction with 1.9M reactions from USPTO patents (1976-2016). Predict the product of the given reaction. (1) Given the reactants C([N:8](CC1C=CC=CC=1)[CH2:9][C@H:10]1[CH2:15][CH2:14][C@@H:13]([CH2:16][O:17][C:18]2[CH:23]=[CH:22][CH:21]=[CH:20][CH:19]=2)[CH2:12][CH2:11]1)C1C=CC=CC=1.[ClH:31].CO, predict the reaction product. The product is: [ClH:31].[O:17]([CH2:16][C@@H:13]1[CH2:14][CH2:15][C@H:10]([CH2:9][NH2:8])[CH2:11][CH2:12]1)[C:18]1[CH:23]=[CH:22][CH:21]=[CH:20][CH:19]=1. (2) Given the reactants C(OC(N1CCC(C([N:16]2[CH2:21][CH2:20][N:19]([C:22]3[CH:27]=[CH:26][C:25]([F:28])=[C:24]([C:29]4[NH:33][C:32]5[CH:34]=[CH:35][CH:36]=[CH:37][C:31]=5[N:30]=4)[CH:23]=3)[CH2:18][CH2:17]2)=O)CC1)=O)(C)(C)C.CC[O:40][CH2:41][CH3:42], predict the reaction product. The product is: [NH:33]1[C:32]2[CH:34]=[CH:35][CH:36]=[CH:37][C:31]=2[N:30]=[C:29]1[C:24]1[CH:23]=[C:22]([N:19]2[CH2:20][CH2:21][N:16]([C:42]3([CH:41]=[O:40])[CH2:20][CH2:21][NH:16][CH2:17][CH2:18]3)[CH2:17][CH2:18]2)[CH:27]=[CH:26][C:25]=1[F:28]. (3) Given the reactants [Cl:1][C:2]1[N:6]2[CH:7]=[C:8]([C:15]3[CH:19]=[CH:18][O:17][CH:16]=3)[CH:9]=[C:10]([C:11]([F:14])([F:13])[F:12])[C:5]2=[N:4][C:3]=1[C:20]([N:22]1[CH2:26][CH2:25][CH:24]([NH:27][C:28]2[CH:33]=[CH:32][CH:31]=[CH:30][CH:29]=2)[CH2:23]1)=[O:21].CCN(CC)CC.[C:41](Cl)(=[O:43])[CH3:42], predict the reaction product. The product is: [Cl:1][C:2]1[N:6]2[CH:7]=[C:8]([C:15]3[CH:19]=[CH:18][O:17][CH:16]=3)[CH:9]=[C:10]([C:11]([F:14])([F:13])[F:12])[C:5]2=[N:4][C:3]=1[C:20]([N:22]1[CH2:26][CH2:25][CH:24]([N:27]([C:28]2[CH:33]=[CH:32][CH:31]=[CH:30][CH:29]=2)[C:41](=[O:43])[CH3:42])[CH2:23]1)=[O:21]. (4) The product is: [Cl:19][C:14]1[CH:15]=[CH:16][CH:17]=[CH:18][C:13]=1[NH:12][C:4]1[C:5]([C:6]([OH:8])=[O:7])=[CH:9][C:10]2[O:11][CH:21]=[N:1][C:2]=2[C:3]=1[F:20]. Given the reactants [NH2:1][C:2]1[C:10]([OH:11])=[CH:9][C:5]([C:6]([OH:8])=[O:7])=[C:4]([NH:12][C:13]2[CH:18]=[CH:17][CH:16]=[CH:15][C:14]=2[Cl:19])[C:3]=1[F:20].[CH3:21]C1C=CC(S(O)(=O)=O)=CC=1.O, predict the reaction product.